This data is from Forward reaction prediction with 1.9M reactions from USPTO patents (1976-2016). The task is: Predict the product of the given reaction. The product is: [CH3:10][O:9][C:7]([C:5]1[O:6][C:2]([C:11]2[CH:16]=[CH:15][CH:14]=[CH:13][CH:12]=2)=[CH:3][CH:4]=1)=[O:8]. Given the reactants Br[C:2]1[O:6][C:5]([C:7]([O:9][CH3:10])=[O:8])=[CH:4][CH:3]=1.[C:11]1(B(O)O)[CH:16]=[CH:15][CH:14]=[CH:13][CH:12]=1.C(=O)([O-])[O-].[Na+].[Na+], predict the reaction product.